Predict the product of the given reaction. From a dataset of Forward reaction prediction with 1.9M reactions from USPTO patents (1976-2016). (1) The product is: [Cl:1][C:2]1[CH:7]=[C:6]([Cl:8])[CH:5]=[CH:4][C:3]=1[C:9]1[N:10]=[C:11]([CH2:30][CH3:31])[C:12]([NH:17][C@@H:18]2[C:26]3[C:21](=[CH:22][CH:23]=[CH:24][CH:25]=3)[CH2:20][C@@H:19]2[O:27][CH2:28][CH2:29][CH3:33])=[N:13][C:14]=1[CH2:15][CH3:16]. Given the reactants [Cl:1][C:2]1[CH:7]=[C:6]([Cl:8])[CH:5]=[CH:4][C:3]=1[C:9]1[N:10]=[C:11]([CH2:30][CH3:31])[C:12]([NH:17][C@@H:18]2[C:26]3[C:21](=[CH:22][CH:23]=[CH:24][CH:25]=3)[CH2:20][C@@H:19]2[O:27][CH2:28][CH3:29])=[N:13][C:14]=1[CH2:15][CH3:16].I[CH2:33]CC, predict the reaction product. (2) Given the reactants C(OC1([CH2:23][C:24]2[CH:29]=[C:28]([O:30][CH3:31])[C:27]([O:32][CH3:33])=[C:26]([O:34][CH3:35])[CH:25]=2)C2C(=CC=C(C)C=2)N(CC)C1=O)(=O)C1C=CC=CC=1.[C:36]([O:44][CH:45]1[C:53]2[C:48](=[CH:49][CH:50]=[CH:51][CH:52]=2)[N:47]([CH2:54][CH:55]([CH3:57])[CH3:56])[C:46]1=[O:58])(=[O:43])[C:37]1[CH:42]=[CH:41][CH:40]=[CH:39][CH:38]=1, predict the reaction product. The product is: [C:36]([O:44][C:45]1([CH2:23][C:24]2[CH:25]=[C:26]([O:34][CH3:35])[C:27]([O:32][CH3:33])=[C:28]([O:30][CH3:31])[CH:29]=2)[C:53]2[C:48](=[CH:49][CH:50]=[CH:51][CH:52]=2)[N:47]([CH2:54][CH:55]([CH3:56])[CH3:57])[C:46]1=[O:58])(=[O:43])[C:37]1[CH:38]=[CH:39][CH:40]=[CH:41][CH:42]=1. (3) Given the reactants [F:1][C:2]([F:14])([F:13])[C:3]1[CH:12]=[CH:11][C:6]2[N:7]=[C:8]([NH2:10])[S:9][C:5]=2[CH:4]=1.[F:15][C:16]([F:27])([F:26])[C:17]1[CH:18]=[C:19]([CH:23]=[CH:24][CH:25]=1)[C:20](Cl)=[O:21].Br[CH:29]([CH3:35])[C:30]([O:32]CC)=[O:31].COC1C=CC2N=C(N)SC=2C=1.ClC1C=C(C=CC=1)C(Cl)=O.BrCC(OCC)=O, predict the reaction product. The product is: [F:14][C:2]([F:1])([F:13])[C:3]1[CH:12]=[CH:11][C:6]2[N:7]([CH:29]([CH3:35])[C:30]([OH:32])=[O:31])[C:8](=[N:10][C:20](=[O:21])[C:19]3[CH:23]=[CH:24][CH:25]=[C:17]([C:16]([F:27])([F:26])[F:15])[CH:18]=3)[S:9][C:5]=2[CH:4]=1.